Predict the reactants needed to synthesize the given product. From a dataset of Full USPTO retrosynthesis dataset with 1.9M reactions from patents (1976-2016). Given the product [NH:3]1[C:11]2[C:6](=[CH:7][CH:8]=[CH:9][CH:10]=2)[C:5]([CH:12]2[CH2:17][CH2:16][CH:15]([NH:18][CH:19]([CH:23]3[CH2:24][CH2:25][N:26]([C:41](=[O:42])/[CH:40]=[CH:39]/[C:36]4[CH:37]=[CH:38][C:32]5[O:31][C:30]([CH3:29])([CH3:44])[CH2:34][C:33]=5[CH:35]=4)[CH2:27][CH2:28]3)[C:20]([NH2:22])=[O:21])[CH2:14][CH2:13]2)=[CH:4]1, predict the reactants needed to synthesize it. The reactants are: Cl.Cl.[NH:3]1[C:11]2[C:6](=[CH:7][CH:8]=[CH:9][CH:10]=2)[C:5]([CH:12]2[CH2:17][CH2:16][CH:15]([NH:18][CH:19]([CH:23]3[CH2:28][CH2:27][NH:26][CH2:25][CH2:24]3)[C:20]([NH2:22])=[O:21])[CH2:14][CH2:13]2)=[CH:4]1.[CH3:29][C:30]1([CH3:44])[CH2:34][C:33]2[CH:35]=[C:36](/[CH:39]=[CH:40]/[C:41](O)=[O:42])[CH:37]=[CH:38][C:32]=2[O:31]1.